Dataset: Peptide-MHC class I binding affinity with 185,985 pairs from IEDB/IMGT. Task: Regression. Given a peptide amino acid sequence and an MHC pseudo amino acid sequence, predict their binding affinity value. This is MHC class I binding data. The peptide sequence is FMYEGDTPL. The MHC is BoLA-AW10 with pseudo-sequence BoLA-AW10. The binding affinity (normalized) is 0.0641.